Dataset: Forward reaction prediction with 1.9M reactions from USPTO patents (1976-2016). Task: Predict the product of the given reaction. (1) Given the reactants Br[C:2]1[CH:7]=[CH:6][C:5]([O:8][CH3:9])=[C:4]([N+:10]([O-:12])=[O:11])[CH:3]=1.Cl.[CH3:14][NH:15][CH:16]1[CH2:21][CH2:20][O:19][CH2:18][CH2:17]1.C1(P(C2CCCCC2)C2C=CC=CC=2C2C=CC=CC=2)CCCCC1.C(=O)([O-])[O-].[Cs+].[Cs+], predict the reaction product. The product is: [CH3:9][O:8][C:5]1[CH:6]=[CH:7][C:2]([N:15]([CH3:14])[CH:16]2[CH2:21][CH2:20][O:19][CH2:18][CH2:17]2)=[CH:3][C:4]=1[N+:10]([O-:12])=[O:11]. (2) The product is: [ClH:1].[Cl:1][C:2]1[CH:3]=[C:4]([CH2:14][C:15]2[O:19][C:18]([C:20]3[NH:24][C:23]4[CH:25]=[CH:26][C:27]([CH2:29][NH:32][CH3:31])=[CH:28][C:22]=4[N:21]=3)=[CH:17][CH:16]=2)[C:5]2[O:9][C:8]([CH:10]([CH3:12])[CH3:11])=[CH:7][C:6]=2[CH:13]=1. Given the reactants [Cl:1][C:2]1[CH:3]=[C:4]([CH2:14][C:15]2[O:19][C:18]([C:20]3[NH:24][C:23]4[CH:25]=[CH:26][C:27]([CH:29]=O)=[CH:28][C:22]=4[N:21]=3)=[CH:17][CH:16]=2)[C:5]2[O:9][C:8]([CH:10]([CH3:12])[CH3:11])=[CH:7][C:6]=2[CH:13]=1.[CH3:31][NH2:32].C(O[BH-](OC(=O)C)OC(=O)C)(=O)C.[Na+].C(OCC)(=O)C, predict the reaction product. (3) Given the reactants I[C:2]1[CH:12]=[CH:11][C:5]([C:6]([O:8][CH2:9][CH3:10])=[O:7])=[CH:4][CH:3]=1.[C:13]1([C@@H:19]2[CH2:23][O:22][C:21](=[O:24])[NH:20]2)[CH:18]=[CH:17][CH:16]=[CH:15][CH:14]=1, predict the reaction product. The product is: [O:24]=[C:21]1[N:20]([C:2]2[CH:12]=[CH:11][C:5]([C:6]([O:8][CH2:9][CH3:10])=[O:7])=[CH:4][CH:3]=2)[C@H:19]([C:13]2[CH:18]=[CH:17][CH:16]=[CH:15][CH:14]=2)[CH2:23][O:22]1. (4) Given the reactants [Cl:1][C:2]1[CH:7]=[C:6]([C:8]([F:11])([F:10])[F:9])[CH:5]=[CH:4][C:3]=1[O:12][C:13]1[CH:20]=[CH:19][C:16]([C:17]#[N:18])=[CH:15][CH:14]=1.C1COCC1.[H-].[Al+3].[Li+].[H-].[H-].[H-].[OH-].[Na+], predict the reaction product. The product is: [Cl:1][C:2]1[CH:7]=[C:6]([C:8]([F:11])([F:10])[F:9])[CH:5]=[CH:4][C:3]=1[O:12][C:13]1[CH:20]=[CH:19][C:16]([CH2:17][NH2:18])=[CH:15][CH:14]=1. (5) Given the reactants C[O:2][C:3](=O)[CH2:4][CH2:5][CH2:6][N+:7]([O-:9])=[O:8].[C:11]1([CH3:19])[C:12]([CH:17]=O)=[CH:13][CH:14]=[CH:15][CH:16]=1.C([O-])(=O)C.[NH4+:24], predict the reaction product. The product is: [N+:7]([C@H:6]1[C@H:17]([C:12]2[CH:13]=[CH:14][CH:15]=[CH:16][C:11]=2[CH3:19])[NH:24][C:3](=[O:2])[CH2:4][CH2:5]1)([O-:9])=[O:8].